This data is from Full USPTO retrosynthesis dataset with 1.9M reactions from patents (1976-2016). The task is: Predict the reactants needed to synthesize the given product. (1) Given the product [CH2:20]([O:27][C:28]1[C:37](=[O:38])[C:36]2[C:31](=[CH:32][C:33]([CH2:1][CH2:2][CH2:3][CH2:4][CH2:5][CH2:6][CH2:7][CH2:8][CH2:9][CH3:10])=[CH:34][CH:35]=2)[O:30][C:29]=1[C:40]1[CH:45]=[C:44]([O:46][CH3:47])[C:43]([O:48][CH2:49][C:50]2[CH:55]=[CH:54][CH:53]=[CH:52][CH:51]=2)=[C:42]([O:56][CH3:57])[CH:41]=1)[C:21]1[CH:26]=[CH:25][CH:24]=[CH:23][CH:22]=1, predict the reactants needed to synthesize it. The reactants are: [CH2:1]=[CH:2][CH2:3][CH2:4][CH2:5][CH2:6][CH2:7][CH2:8][CH2:9][CH3:10].B1C2CCCC1CCC2.[CH2:20]([O:27][C:28]1[C:37](=[O:38])[C:36]2[C:31](=[CH:32][C:33](I)=[CH:34][CH:35]=2)[O:30][C:29]=1[C:40]1[CH:45]=[C:44]([O:46][CH3:47])[C:43]([O:48][CH2:49][C:50]2[CH:55]=[CH:54][CH:53]=[CH:52][CH:51]=2)=[C:42]([O:56][CH3:57])[CH:41]=1)[C:21]1[CH:26]=[CH:25][CH:24]=[CH:23][CH:22]=1.C(Cl)Cl. (2) Given the product [CH3:14][C:12]1[CH:13]=[C:8]([C:6]2[CH:5]=[CH:4][N:3]=[C:2]([NH:37][C@H:30]([C:31]3[CH:36]=[CH:35][CH:34]=[CH:33][CH:32]=3)[CH3:29])[CH:7]=2)[N:9]=[C:10]([N:15]2[CH2:20][CH:19]3[CH2:21][CH:16]2[CH2:17][N:18]3[C:22]([O:24][C:25]([CH3:28])([CH3:27])[CH3:26])=[O:23])[N:11]=1, predict the reactants needed to synthesize it. The reactants are: Cl[C:2]1[CH:7]=[C:6]([C:8]2[CH:13]=[C:12]([CH3:14])[N:11]=[C:10]([N:15]3[CH2:20][CH:19]4[CH2:21][CH:16]3[CH2:17][N:18]4[C:22]([O:24][C:25]([CH3:28])([CH3:27])[CH3:26])=[O:23])[N:9]=2)[CH:5]=[CH:4][N:3]=1.[CH3:29][C@H:30]([NH2:37])[C:31]1[CH:36]=[CH:35][CH:34]=[CH:33][CH:32]=1.C1C=CC(P(C2C(C3C(P(C4C=CC=CC=4)C4C=CC=CC=4)=CC=C4C=3C=CC=C4)=C3C(C=CC=C3)=CC=2)C2C=CC=CC=2)=CC=1.CC([O-])(C)C.[Na+]. (3) Given the product [CH3:25][C:26]1[CH:32]=[CH:31][CH:30]=[C:29]([CH3:33])[C:27]=1[NH:28][C:9]([C:8]1[C:3]([CH2:1][CH3:2])=[N:4][C:5]([S:12][CH3:13])=[N:6][CH:7]=1)=[O:11], predict the reactants needed to synthesize it. The reactants are: [CH2:1]([C:3]1[C:8]([C:9]([OH:11])=O)=[CH:7][N:6]=[C:5]([S:12][CH3:13])[N:4]=1)[CH3:2].CN(C)C=O.C(Cl)(=O)C(Cl)=O.[CH3:25][C:26]1[CH:32]=[CH:31][CH:30]=[C:29]([CH3:33])[C:27]=1[NH2:28]. (4) Given the product [CH2:1]([O:8][C:9]1[CH:14]=[CH:13][CH:12]=[CH:11][C:10]=1[CH:15]([O:17][C:18]1[CH:19]=[CH:20][C:21]([C:22]([OH:24])=[O:23])=[CH:26][CH:27]=1)[CH3:16])[C:2]1[CH:3]=[CH:4][CH:5]=[CH:6][CH:7]=1, predict the reactants needed to synthesize it. The reactants are: [CH2:1]([O:8][C:9]1[CH:14]=[CH:13][CH:12]=[CH:11][C:10]=1[CH:15]([O:17][C:18]1[CH:27]=[CH:26][C:21]([C:22]([O:24]C)=[O:23])=[CH:20][CH:19]=1)[CH3:16])[C:2]1[CH:7]=[CH:6][CH:5]=[CH:4][CH:3]=1.[OH-].[Na+]. (5) Given the product [CH3:1][C:2]1[N:7]([C:8]2[CH:18]=[CH:17][C:11]3[N:12]([CH3:16])[C:13](=[O:15])[O:14][C:10]=3[CH:9]=2)[C:6](=[O:19])[N:5]([C@H:29]2[C:30]3[C:26](=[C:25]([C:24]([F:23])([F:35])[F:36])[CH:33]=[CH:32][CH:31]=3)[CH2:27][CH2:28]2)[C:4](=[O:20])[C:3]=1[C:21]#[N:22], predict the reactants needed to synthesize it. The reactants are: [CH3:1][C:2]1[N:7]([C:8]2[CH:18]=[CH:17][C:11]3[N:12]([CH3:16])[C:13](=[O:15])[O:14][C:10]=3[CH:9]=2)[C:6](=[O:19])[NH:5][C:4](=[O:20])[C:3]=1[C:21]#[N:22].[F:23][C:24]([F:36])([F:35])[C:25]1[CH:33]=[CH:32][CH:31]=[C:30]2[C:26]=1[CH2:27][CH2:28][C@@H:29]2O.C1(P(C2C=CC=CC=2)C2C=CC=CC=2)C=CC=CC=1.N(C(OC(C)C)=O)=NC(OC(C)C)=O.Cl. (6) Given the product [Br:1][C:2]1[CH:7]=[CH:6][C:5]([N:8]2[C:12]([C:13]([OH:15])=[O:14])=[C:11]([CH3:17])[N:10]=[N:9]2)=[C:4]([O:18][CH3:19])[CH:3]=1, predict the reactants needed to synthesize it. The reactants are: [Br:1][C:2]1[CH:7]=[CH:6][C:5]([N:8]2[C:12]([C:13]([O:15]C)=[O:14])=[C:11]([CH3:17])[N:10]=[N:9]2)=[C:4]([O:18][CH3:19])[CH:3]=1.O.[OH-].[Li+]. (7) Given the product [CH3:1][O:2][C:3]([C:4]1([O:8][C:9]2[CH:14]=[CH:13][C:12]([F:15])=[CH:11][C:10]=2[F:16])[CH2:6][CH2:5]1)=[O:17], predict the reactants needed to synthesize it. The reactants are: [CH3:1][O:2][C:3](=[O:17])[CH:4]([O:8][C:9]1[CH:14]=[CH:13][C:12]([F:15])=[CH:11][C:10]=1[F:16])[CH2:5][CH2:6]Br.CC(C)([O-])C.[K+]. (8) Given the product [CH3:22][C:20]1[CH:21]=[C:16]2[CH:2]=[C:1]([C:3]3[N:4]=[C:5]4[CH:13]=[CH:12][C:11]([F:14])=[CH:10][N:6]4[C:7](=[O:9])[CH:8]=3)[O:24][C:17]2=[C:18]([CH3:23])[N:19]=1, predict the reactants needed to synthesize it. The reactants are: [C:1]([C:3]1[N:4]=[C:5]2[CH:13]=[CH:12][C:11]([F:14])=[CH:10][N:6]2[C:7](=[O:9])[CH:8]=1)#[CH:2].I[C:16]1[CH:21]=[C:20]([CH3:22])[N:19]=[C:18]([CH3:23])[C:17]=1[OH:24].C(N(CC)CC)C. (9) The reactants are: [NH2:1][C:2]1[C:6]2[CH:7]=[C:8]([CH:11]3[CH2:13][CH2:12]3)[CH:9]=[CH:10][C:5]=2[O:4][C:3]=1[C:14]([NH2:16])=[O:15].[Cl:17][CH2:18][C:19](Cl)=[O:20]. Given the product [Cl:17][CH2:18][C:19]([NH:1][C:2]1[C:6]2[CH:7]=[C:8]([CH:11]3[CH2:13][CH2:12]3)[CH:9]=[CH:10][C:5]=2[O:4][C:3]=1[C:14]([NH2:16])=[O:15])=[O:20], predict the reactants needed to synthesize it. (10) Given the product [Si:1]([O:18][CH2:19][CH2:20][O:21][CH:22]1[CH2:27][CH2:26][CH:25]([CH2:28][OH:29])[CH2:24][CH2:23]1)([C:14]([CH3:17])([CH3:16])[CH3:15])([C:8]1[CH:13]=[CH:12][CH:11]=[CH:10][CH:9]=1)[C:2]1[CH:3]=[CH:4][CH:5]=[CH:6][CH:7]=1, predict the reactants needed to synthesize it. The reactants are: [Si:1]([O:18][CH2:19][CH2:20][O:21][CH:22]1[CH2:27][CH2:26][CH:25]([C:28](OC)=[O:29])[CH2:24][CH2:23]1)([C:14]([CH3:17])([CH3:16])[CH3:15])([C:8]1[CH:13]=[CH:12][CH:11]=[CH:10][CH:9]=1)[C:2]1[CH:7]=[CH:6][CH:5]=[CH:4][CH:3]=1.[H-].[Al+3].[Li+].[H-].[H-].[H-].